From a dataset of Reaction yield outcomes from USPTO patents with 853,638 reactions. Predict the reaction yield, written as a fraction of the theoretical maximum amount of product (1.0 means a 100% yield; for example, 0.34 means a 34% yield). (1) The reactants are C(O[C:4](=[O:22])[CH2:5][C:6]1[NH:10][C:9]2[CH:11]=[C:12]([N:15]3[CH2:20][CH2:19][N:18]([CH3:21])[CH2:17][CH2:16]3)[CH:13]=[CH:14][C:8]=2[N:7]=1)C.[NH2:23][C:24]1[CH:31]=[CH:30][CH:29]=[C:28]([F:32])[C:25]=1[C:26]#[N:27].C[Si]([N-][Si](C)(C)C)(C)C.[K+].[K]. The catalyst is C1COCC1. The product is [NH2:27][C:26]1[C:25]2[C:24](=[CH:31][CH:30]=[CH:29][C:28]=2[F:32])[NH:23][C:4](=[O:22])[C:5]=1[C:6]1[NH:10][C:9]2[CH:11]=[C:12]([N:15]3[CH2:16][CH2:17][N:18]([CH3:21])[CH2:19][CH2:20]3)[CH:13]=[CH:14][C:8]=2[N:7]=1. The yield is 0.479. (2) The reactants are [CH2:1]([O:8][C:9]1[CH:18]=[C:17]2[C:12]([C:13](O)=[C:14]([NH:19][C:20](=O)[CH2:21][CH2:22][CH3:23])[CH:15]=[N:16]2)=[CH:11][CH:10]=1)[C:2]1[CH:7]=[CH:6][CH:5]=[CH:4][CH:3]=1.P12(SP3(SP(SP(S3)(S1)=S)(=S)S2)=S)=[S:27].N1C=CC=CC=1. The catalyst is CCCCCCC. The product is [CH2:1]([O:8][C:9]1[CH:10]=[CH:11][C:12]2[C:13]3[S:27][C:20]([CH2:21][CH2:22][CH3:23])=[N:19][C:14]=3[CH:15]=[N:16][C:17]=2[CH:18]=1)[C:2]1[CH:7]=[CH:6][CH:5]=[CH:4][CH:3]=1. The yield is 0.590. (3) The reactants are [NH2:1][C:2]1[CH:7]=[CH:6][C:5]([CH2:8][CH2:9][C:10]([OH:12])=[O:11])=[CH:4][CH:3]=1.[OH:13][S:14]([OH:17])(=[O:16])=[O:15].[CH3:18]O. No catalyst specified. The product is [S:14](=[O:15])(=[O:13])([OH:17])[OH:16].[CH3:18][O:11][C:10](=[O:12])[CH2:9][CH2:8][C:5]1[CH:4]=[CH:3][C:2]([NH2:1])=[CH:7][CH:6]=1. The yield is 0.850. (4) The reactants are ClC(Cl)(O[C:5](=[O:11])OC(Cl)(Cl)Cl)Cl.[NH2:13][C:14]1[S:15][C:16]([CH3:24])=[C:17]([CH3:23])[C:18]=1[C:19](=[O:22])[CH2:20][CH3:21].CC[N:27](C(C)C)C(C)C.N. The catalyst is ClCCl. The product is [CH3:23][C:17]1[C:18]([C:19](=[O:22])[CH2:20][CH3:21])=[C:14]([NH:13][C:5]([NH2:27])=[O:11])[S:15][C:16]=1[CH3:24]. The yield is 0.300. (5) The reactants are [CH2:1]([O:8][C:9]1[CH:10]=[C:11]([OH:15])[CH:12]=[CH:13][CH:14]=1)[C:2]1[CH:7]=[CH:6][CH:5]=[CH:4][CH:3]=1.C([Mg]Cl)(C)C.[C:21]1([CH:27]([C:39]2[CH:44]=[CH:43][CH:42]=[CH:41][CH:40]=2)[N:28]2[C:36]3[C:31](=[CH:32][CH:33]=[CH:34][CH:35]=3)[C:30](=[O:37])[C:29]2=[O:38])[CH:26]=[CH:25][CH:24]=[CH:23][CH:22]=1. The catalyst is O1CCCC1.ClCCl. The product is [CH2:1]([O:8][C:9]1[CH:14]=[CH:13][C:12]([C:30]2([OH:37])[C:31]3[C:36](=[CH:35][CH:34]=[CH:33][CH:32]=3)[N:28]([CH:27]([C:21]3[CH:22]=[CH:23][CH:24]=[CH:25][CH:26]=3)[C:39]3[CH:44]=[CH:43][CH:42]=[CH:41][CH:40]=3)[C:29]2=[O:38])=[C:11]([OH:15])[CH:10]=1)[C:2]1[CH:3]=[CH:4][CH:5]=[CH:6][CH:7]=1. The yield is 0.970.